This data is from Reaction yield outcomes from USPTO patents with 853,638 reactions. The task is: Predict the reaction yield, written as a fraction of the theoretical maximum amount of product (1.0 means a 100% yield; for example, 0.34 means a 34% yield). (1) The reactants are [CH:1]1([CH2:4][C:5]([OH:7])=O)[CH2:3][CH2:2]1.CN(C(ON1N=NC2C=CC=NC1=2)=[N+](C)C)C.F[P-](F)(F)(F)(F)F.CCN(C(C)C)C(C)C.[NH:41]([C:43]1[C:48]([CH3:49])=[C:47]([N:50]2[CH2:55][CH2:54][CH:53]([C:56]3[CH:61]=[CH:60][CH:59]=[CH:58][CH:57]=3)[CH2:52][CH2:51]2)[N:46]=[CH:45][N:44]=1)[NH2:42]. The catalyst is CN(C=O)C. The product is [CH:1]1([CH2:4][C:5]([NH:42][NH:41][C:43]2[C:48]([CH3:49])=[C:47]([N:50]3[CH2:55][CH2:54][CH:53]([C:56]4[CH:61]=[CH:60][CH:59]=[CH:58][CH:57]=4)[CH2:52][CH2:51]3)[N:46]=[CH:45][N:44]=2)=[O:7])[CH2:2][CH2:3]1. The yield is 0.465. (2) The reactants are [Li+].CC([N-]C(C)C)C.[CH:9]([C:11]1[CH:12]=[C:13]2[C:18](=[CH:19][CH:20]=1)[C:17](=[O:21])[CH2:16][CH2:15][CH2:14]2)=[CH2:10].[C:22]1([C:28]2[C:32]([C:33]([F:36])([F:35])[F:34])=[C:31]([C:37](F)=[O:38])[O:30][N:29]=2)[CH:27]=[CH:26][CH:25]=[CH:24][CH:23]=1. The catalyst is C1COCC1. The product is [C:22]1([C:28]2[C:32]([C:33]([F:36])([F:34])[F:35])=[C:31]([C:37]([CH:16]3[CH2:15][CH2:14][C:13]4[C:18](=[CH:19][CH:20]=[C:11]([CH:9]=[CH2:10])[CH:12]=4)[C:17]3=[O:21])=[O:38])[O:30][N:29]=2)[CH:23]=[CH:24][CH:25]=[CH:26][CH:27]=1. The yield is 0.350.